From a dataset of Full USPTO retrosynthesis dataset with 1.9M reactions from patents (1976-2016). Predict the reactants needed to synthesize the given product. The reactants are: [N+:1]([C:4]1[CH:9]=[C:8]([N:10]2[CH2:15][CH2:14][O:13][CH2:12][CH2:11]2)[CH:7]=[CH:6][C:5]=1[N:16]1[CH2:21][CH2:20][O:19][CH2:18][CH2:17]1)([O-])=O. Given the product [O:19]1[CH2:20][CH2:21][N:16]([C:5]2[CH:6]=[CH:7][C:8]([N:10]3[CH2:11][CH2:12][O:13][CH2:14][CH2:15]3)=[CH:9][C:4]=2[NH2:1])[CH2:17][CH2:18]1, predict the reactants needed to synthesize it.